This data is from Catalyst prediction with 721,799 reactions and 888 catalyst types from USPTO. The task is: Predict which catalyst facilitates the given reaction. (1) The catalyst class is: 7. Reactant: [Cl:1][C:2]1[CH:3]=[C:4]([S:8]([N:11](S(C2C=CC=C(Cl)C=2)(=O)=O)[C:12]2[CH:17]=[C:16]([N+:18]([O-:20])=[O:19])[C:15]([CH3:21])=[CH:14][C:13]=2[F:22])(=[O:10])=[O:9])[CH:5]=[CH:6][CH:7]=1.[F-].C([N+](CCCC)(CCCC)CCCC)CCC. Product: [Cl:1][C:2]1[CH:3]=[C:4]([S:8]([NH:11][C:12]2[CH:17]=[C:16]([N+:18]([O-:20])=[O:19])[C:15]([CH3:21])=[CH:14][C:13]=2[F:22])(=[O:9])=[O:10])[CH:5]=[CH:6][CH:7]=1. (2) Product: [NH:8]1[CH2:13][CH2:12][CH:11]([O:14][C:15]2[CH:16]=[CH:17][C:18]([N:21]3[CH2:22][CH2:23][N:24]([C:27]([O:29][CH2:30][C:31]4[CH:36]=[CH:35][CH:34]=[CH:33][CH:32]=4)=[O:28])[CH2:25][CH2:26]3)=[CH:19][CH:20]=2)[CH2:10][CH2:9]1. Reactant: CC(OC([N:8]1[CH2:13][CH2:12][CH:11]([O:14][C:15]2[CH:20]=[CH:19][C:18]([N:21]3[CH2:26][CH2:25][N:24]([C:27]([O:29][CH2:30][C:31]4[CH:36]=[CH:35][CH:34]=[CH:33][CH:32]=4)=[O:28])[CH2:23][CH2:22]3)=[CH:17][CH:16]=2)[CH2:10][CH2:9]1)=O)(C)C. The catalyst class is: 330. (3) Reactant: [O:1]1[CH2:6][CH2:5][N:4]([CH2:7][C:8]2[CH:13]=[CH:12][C:11]([CH2:14]O)=[CH:10][CH:9]=2)[CH2:3][CH2:2]1.CCN(C(C)C)C(C)C.CS(Cl)(=O)=O.[CH3:30][O:31][C:32](=[O:40])[C:33]1[CH:38]=[CH:37][C:36]([SH:39])=[CH:35][CH:34]=1. Product: [CH3:30][O:31][C:32](=[O:40])[C:33]1[CH:38]=[CH:37][C:36]([S:39][CH2:14][C:11]2[CH:10]=[CH:9][C:8]([CH2:7][N:4]3[CH2:3][CH2:2][O:1][CH2:6][CH2:5]3)=[CH:13][CH:12]=2)=[CH:35][CH:34]=1. The catalyst class is: 91. (4) Reactant: [Si]([O:8][CH2:9][C:10]1[S:14][C:13]([CH:15]([C:25]([NH:27][C:28]2[CH:29]=[C:30]3[C:35](=[CH:36][CH:37]=2)[CH:34]=[N:33][CH:32]=[CH:31]3)=[O:26])[CH2:16][NH:17][C:18](=[O:24])[O:19][C:20]([CH3:23])([CH3:22])[CH3:21])=[CH:12][CH:11]=1)(C(C)(C)C)(C)C.CCCC[N+](CCCC)(CCCC)CCCC.[F-].CCOC(C)=O. Product: [OH:8][CH2:9][C:10]1[S:14][C:13]([CH:15]([C:25]([NH:27][C:28]2[CH:29]=[C:30]3[C:35](=[CH:36][CH:37]=2)[CH:34]=[N:33][CH:32]=[CH:31]3)=[O:26])[CH2:16][NH:17][C:18](=[O:24])[O:19][C:20]([CH3:23])([CH3:21])[CH3:22])=[CH:12][CH:11]=1. The catalyst class is: 1. (5) Reactant: C(NC(=O)NC1C=CC(C2N=C(N3CCOC[C@@H]3C)C3CCN(C(OC(C)(C)C)=O)CC=3N=2)=CC=1)C.Cl[C:38]1[N:39]=[C:40]([N:52]2[CH2:57][CH2:56][O:55][CH2:54][C@@H:53]2[CH3:58])[C:41]2[CH2:46][N:45]([C:47]([O:49][CH2:50][CH3:51])=[O:48])[CH2:44][C:42]=2[N:43]=1.[CH3:59][NH:60][C:61](=[O:82])[CH2:62][NH:63][C:64]([NH:66][C:67]1[CH:72]=[CH:71][C:70](B2OC(C)(C)C(C)(C)O2)=[CH:69][CH:68]=1)=[O:65]. Product: [CH3:59][NH:60][C:61](=[O:82])[CH2:62][NH:63][C:64](=[O:65])[NH:66][C:67]1[CH:72]=[CH:71][C:70]([C:38]2[N:39]=[C:40]([N:52]3[CH2:57][CH2:56][O:55][CH2:54][C@@H:53]3[CH3:58])[C:41]3[CH2:46][N:45]([C:47]([O:49][CH2:50][CH3:51])=[O:48])[CH2:44][C:42]=3[N:43]=2)=[CH:69][CH:68]=1. The catalyst class is: 140. (6) Reactant: [C:1]([O:5][CH2:6][CH3:7])(=[O:4])[CH:2]=O.C1(C)C=CC=CC=1.[CH3:15][NH:16][NH2:17]. Product: [CH3:15][NH:16]/[N:17]=[CH:2]/[C:1]([O:5][CH2:6][CH3:7])=[O:4]. The catalyst class is: 1. (7) Reactant: [F:1][C:2]1[CH:3]=[CH:4][C:5]([CH3:16])=[C:6]([C:8]([N:10]2[CH2:15][CH2:14][O:13][CH2:12][CH2:11]2)=[O:9])[CH:7]=1.[Br:17]N1C(=O)CCC1=O.C(OOC(=O)C1C=CC=CC=1)(=O)C1C=CC=CC=1. Product: [Br:17][CH2:16][C:5]1[CH:4]=[CH:3][C:2]([F:1])=[CH:7][C:6]=1[C:8]([N:10]1[CH2:11][CH2:12][O:13][CH2:14][CH2:15]1)=[O:9]. The catalyst class is: 53. (8) Reactant: [CH3:1][O:2][C:3]1[CH:4]=[C:5]([C:11]2[C:15]([C:17]3[CH:22]=[CH:21][CH:20]=[CH:19][C:18]=3[F:23])(O)[O:14][C:13](=O)[C:12]=2[C:25]2[C:30]([F:31])=[CH:29][C:28]([F:32])=[CH:27][C:26]=2[F:33])[CH:6]=[C:7]([O:9][CH3:10])[CH:8]=1.O.[NH2:35][NH2:36]. Product: [CH3:1][O:2][C:3]1[CH:4]=[C:5]([C:11]2[C:15]([C:17]3[CH:22]=[CH:21][CH:20]=[CH:19][C:18]=3[F:23])=[N:36][NH:35][C:13](=[O:14])[C:12]=2[C:25]2[C:30]([F:31])=[CH:29][C:28]([F:32])=[CH:27][C:26]=2[F:33])[CH:6]=[C:7]([O:9][CH3:10])[CH:8]=1. The catalyst class is: 8.